This data is from Full USPTO retrosynthesis dataset with 1.9M reactions from patents (1976-2016). The task is: Predict the reactants needed to synthesize the given product. (1) Given the product [CH3:1][N:2]1[C:6]([C:7]2[C:11]([CH3:12])=[C:10]([NH:13][C:23](=[O:24])[O:25][C:26]3[CH:31]=[CH:30][CH:29]=[CH:28][CH:27]=3)[N:9]([C:14]3[CH:19]=[CH:18][CH:17]=[CH:16][CH:15]=3)[N:8]=2)=[CH:5][CH:4]=[N:3]1, predict the reactants needed to synthesize it. The reactants are: [CH3:1][N:2]1[C:6]([C:7]2[C:11]([CH3:12])=[C:10]([NH2:13])[N:9]([C:14]3[CH:19]=[CH:18][CH:17]=[CH:16][CH:15]=3)[N:8]=2)=[CH:5][CH:4]=[N:3]1.[OH-].[Na+].Cl[C:23]([O:25][C:26]1[CH:31]=[CH:30][CH:29]=[CH:28][CH:27]=1)=[O:24]. (2) Given the product [CH3:12][C:3]1[CH:4]=[C:5]([N+:9]([O-:11])=[O:10])[CH:6]=[C:7]([CH3:8])[C:2]=1[C:18]1[CH:19]=[CH:20][C:15]([C:14]([F:25])([F:24])[F:13])=[CH:16][CH:17]=1, predict the reactants needed to synthesize it. The reactants are: Br[C:2]1[C:7]([CH3:8])=[CH:6][C:5]([N+:9]([O-:11])=[O:10])=[CH:4][C:3]=1[CH3:12].[F:13][C:14]([F:25])([F:24])[C:15]1[CH:20]=[CH:19][C:18](B(O)O)=[CH:17][CH:16]=1.[F-].[K+]. (3) The reactants are: [C:1]([NH:5][CH:6]([B:19]1[O:27][CH:26]2[C:21]([CH3:31])([CH:22]3[CH2:28][CH:24]([CH2:25]2)[C:23]3([CH3:30])[CH3:29])[O:20]1)[CH2:7][C:8]1[C:9]([O:17][CH3:18])=[C:10]([CH:14]=[CH:15][CH:16]=1)[C:11]([OH:13])=[O:12])(=[O:4])[CH2:2][CH3:3].[C:32]([O:35][CH2:36]Br)(=[O:34])[CH3:33]. Given the product [C:32]([O:35][CH2:36][O:12][C:11](=[O:13])[C:10]1[CH:14]=[CH:15][CH:16]=[C:8]([CH2:7][CH:6]([NH:5][C:1](=[O:4])[CH2:2][CH3:3])[B:19]2[O:27][CH:26]3[C:21]([CH3:31])([CH:22]4[CH2:28][CH:24]([CH2:25]3)[C:23]4([CH3:30])[CH3:29])[O:20]2)[C:9]=1[O:17][CH3:18])(=[O:34])[CH3:33], predict the reactants needed to synthesize it. (4) The reactants are: [CH3:1][N:2]1[C:17]([CH2:18][CH2:19]CC(O)=O)=[N:16][C:4]2[CH:5]=[C:6]([N:9]([CH2:13][CH2:14]Cl)CCCl)[CH:7]=[CH:8][C:3]1=2.[OH2:24].Cl.N1C2C=CC=[CH:34][C:29]=2N=C1.[CH2:35]1[O:37][CH2:36]1.[C:38]([O-:41])(=[O:40])[CH3:39].[Na+]. Given the product [CH2:34]([O:40][C:38](=[O:41])[CH2:39][CH2:19][CH2:18][C:17]1[N:2]([CH3:1])[C:3]2[CH:8]=[CH:7][C:6]([N:9]([CH2:36][CH2:35][OH:37])[CH2:13][CH2:14][OH:24])=[CH:5][C:4]=2[N:16]=1)[CH3:29], predict the reactants needed to synthesize it. (5) Given the product [F:11][C:9]([F:12])([F:10])[C:7]1[CH:6]=[C:5]([C:13]2[N:17]=[CH:16][N:15](/[CH:18]=[CH:19]\[C:20]([N:51]3[CH2:52][CH2:53][C:49]([F:54])([F:48])[CH2:50]3)=[O:21])[N:14]=2)[CH:4]=[C:3]([C:2]([F:1])([F:24])[F:23])[CH:8]=1, predict the reactants needed to synthesize it. The reactants are: [F:1][C:2]([F:24])([F:23])[C:3]1[CH:4]=[C:5]([C:13]2[N:17]=[CH:16][N:15](/[CH:18]=[CH:19]\[C:20](O)=[O:21])[N:14]=2)[CH:6]=[C:7]([C:9]([F:12])([F:11])[F:10])[CH:8]=1.C1C=CC2N(O)N=NC=2C=1.CCN=C=NCCCN(C)C.Cl.Cl.[F:48][C:49]1([F:54])[CH2:53][CH2:52][NH:51][CH2:50]1.CCN(C(C)C)C(C)C.